Binary Classification. Given a miRNA mature sequence and a target amino acid sequence, predict their likelihood of interaction. From a dataset of Experimentally validated miRNA-target interactions with 360,000+ pairs, plus equal number of negative samples. The miRNA is hsa-miR-4530 with sequence CCCAGCAGGACGGGAGCG. The protein sequence of the target gene is MSMSANTMIFMILGASIVMAIACLMDMNALLDRFHNYILPHLRGEDRVCHCNCGRHHIHYVIPYDGDQSVVDASENYFVTDNVTKQEIDLMLGLLLGFCISWFLVWMDGVLHCAVRAWRAGRRYDGSWTWLPKLCSLRELGRRPHRPFEEPTGNMVHVKQKLYHNGHPSPRHL. Result: 0 (no interaction).